Dataset: Full USPTO retrosynthesis dataset with 1.9M reactions from patents (1976-2016). Task: Predict the reactants needed to synthesize the given product. (1) Given the product [CH2:30]([N:37]([C@@H:38]([CH3:48])[CH2:39][O:40][CH2:41][C:42]1[CH:47]=[CH:46][CH:45]=[CH:44][CH:43]=1)[C:21](=[O:22])[C:20]1[CH:24]=[CH:25][C:17]([C:8]2[C:7]3[CH:26]=[C:27]([O:28][CH3:29])[C:4]([O:3][CH2:1][CH3:2])=[CH:5][C:6]=3[C@@H:15]3[C@@H:10]([CH2:11][CH2:12][N:13]([CH3:16])[CH2:14]3)[N:9]=2)=[CH:18][CH:19]=1)[C:31]1[CH:32]=[CH:33][CH:34]=[CH:35][CH:36]=1, predict the reactants needed to synthesize it. The reactants are: [CH2:1]([O:3][C:4]1[C:27]([O:28][CH3:29])=[CH:26][C:7]2[C:8]([C:17]3[CH:25]=[CH:24][C:20]([C:21](O)=[O:22])=[CH:19][CH:18]=3)=[N:9][C@H:10]3[C@@H:15]([C:6]=2[CH:5]=1)[CH2:14][N:13]([CH3:16])[CH2:12][CH2:11]3)[CH3:2].[CH2:30]([NH:37][C@@H:38]([CH3:48])[CH2:39][O:40][CH2:41][C:42]1[CH:47]=[CH:46][CH:45]=[CH:44][CH:43]=1)[C:31]1[CH:36]=[CH:35][CH:34]=[CH:33][CH:32]=1. (2) Given the product [C:9]([O:13][C:14](=[O:28])[NH:15][N:16]1[C:25]([CH3:26])=[C:24]([Br:1])[C:23]2[C:18](=[CH:19][N:20]=[CH:21][CH:22]=2)[C:17]1=[O:27])([CH3:12])([CH3:10])[CH3:11], predict the reactants needed to synthesize it. The reactants are: [Br:1]N1C(=O)CCC1=O.[C:9]([O:13][C:14](=[O:28])[NH:15][N:16]1[C:25]([CH3:26])=[CH:24][C:23]2[C:18](=[CH:19][N:20]=[CH:21][CH:22]=2)[C:17]1=[O:27])([CH3:12])([CH3:11])[CH3:10].O. (3) Given the product [ClH:25].[ClH:25].[CH3:3][CH:2]([O:4][C@H:5]1[CH2:6][CH2:7][C@H:8]([N:11]2[CH2:12][CH2:13][CH:14]([NH2:17])[CH2:15][CH2:16]2)[CH2:9][CH2:10]1)[CH3:1], predict the reactants needed to synthesize it. The reactants are: [CH3:1][CH:2]([O:4][C@H:5]1[CH2:10][CH2:9][C@H:8]([N:11]2[CH2:16][CH2:15][CH:14]([NH:17]C(=O)OC(C)(C)C)[CH2:13][CH2:12]2)[CH2:7][CH2:6]1)[CH3:3].[ClH:25].O1CCOCC1. (4) Given the product [CH2:1]([O:3][C:4]([CH:6]1[CH2:11][CH2:10][N:9]([C:12]2[C:17]([N+:18]([O-:20])=[O:19])=[C:16]([NH:27][C:26]3[CH:28]=[CH:29][C:23]([Br:22])=[CH:24][CH:25]=3)[N:15]=[CH:14][N:13]=2)[CH2:8][CH2:7]1)=[O:5])[CH3:2], predict the reactants needed to synthesize it. The reactants are: [CH2:1]([O:3][C:4]([CH:6]1[CH2:11][CH2:10][N:9]([C:12]2[C:17]([N+:18]([O-:20])=[O:19])=[C:16](Cl)[N:15]=[CH:14][N:13]=2)[CH2:8][CH2:7]1)=[O:5])[CH3:2].[Br:22][C:23]1[CH:29]=[CH:28][C:26]([NH2:27])=[CH:25][CH:24]=1.